Dataset: Catalyst prediction with 721,799 reactions and 888 catalyst types from USPTO. Task: Predict which catalyst facilitates the given reaction. Reactant: [CH2:1]([CH:11]([CH2:24][CH2:25][CH2:26]/[CH:27]=[CH:28]\[CH2:29][CH2:30][CH2:31][CH2:32][CH3:33])[CH:12]([OH:23])[CH2:13][CH2:14][CH2:15]/[CH:16]=[CH:17]\[CH2:18][CH2:19][CH2:20][CH2:21][CH3:22])[CH2:2][CH2:3]/[CH:4]=[CH:5]\[CH2:6][CH2:7][CH2:8][CH2:9][CH3:10].O=C(Cl)[O:36][C:37](Cl)(Cl)Cl.[CH3:42][N:43]([CH3:49])[CH2:44][CH2:45][CH2:46][NH:47][CH3:48]. Product: [CH3:42][N:43]([CH3:49])[CH2:44][CH2:45][CH2:46][N:47]([CH3:48])[C:37](=[O:36])[O:23][CH:12]([CH:11]([CH2:1][CH2:2][CH2:3]/[CH:4]=[CH:5]\[CH2:6][CH2:7][CH2:8][CH2:9][CH3:10])[CH2:24][CH2:25][CH2:26]/[CH:27]=[CH:28]\[CH2:29][CH2:30][CH2:31][CH2:32][CH3:33])[CH2:13][CH2:14][CH2:15]/[CH:16]=[CH:17]\[CH2:18][CH2:19][CH2:20][CH2:21][CH3:22]. The catalyst class is: 27.